From a dataset of Reaction yield outcomes from USPTO patents with 853,638 reactions. Predict the reaction yield, written as a fraction of the theoretical maximum amount of product (1.0 means a 100% yield; for example, 0.34 means a 34% yield). (1) The reactants are C(N(CC)CC)C.[CH2:8]([O:15][C:16]([NH:18][C@H:19]1[CH2:24][CH2:23][CH2:22][NH:21][CH2:20]1)=[O:17])[C:9]1[CH:14]=[CH:13][CH:12]=[CH:11][CH:10]=1.CS(C)=O.[C:29]([C:33]1[O:34][C:35]2[C:36](=[C:38]([C:50]#[N:51])[C:39]([CH3:49])=[C:40]([C:43]3[CH:48]=[CH:47][CH:46]=[CH:45][CH:44]=3)[C:41]=2F)[N:37]=1)([CH3:32])([CH3:31])[CH3:30]. The catalyst is C(OCC)(=O)C. The product is [CH2:8]([O:15][C:16]([NH:18][C@H:19]1[CH2:24][CH2:23][CH2:22][N:21]([C:41]2[C:40]([C:43]3[CH:44]=[CH:45][CH:46]=[CH:47][CH:48]=3)=[C:39]([CH3:49])[C:38]([C:50]#[N:51])=[C:36]3[C:35]=2[O:34][C:33]([C:29]([CH3:32])([CH3:30])[CH3:31])=[N:37]3)[CH2:20]1)=[O:17])[C:9]1[CH:10]=[CH:11][CH:12]=[CH:13][CH:14]=1. The yield is 0.750. (2) The reactants are [H-].[Na+].CN(C)C=O.[CH3:8][C:9]1[N:14]=[CH:13][C:12]([OH:15])=[CH:11][CH:10]=1.[CH2:16](Cl)[C:17]1[CH:22]=[CH:21][CH:20]=[CH:19][CH:18]=1. The catalyst is C(OCC)(=O)C.O. The product is [CH2:16]([O:15][C:12]1[CH:11]=[CH:10][C:9]([CH3:8])=[N:14][CH:13]=1)[C:17]1[CH:22]=[CH:21][CH:20]=[CH:19][CH:18]=1. The yield is 0.900. (3) The reactants are [CH3:1][O:2][C:3]1[CH:10]=[CH:9][CH:8]=[CH:7][C:4]=1[CH:5]=[O:6].Br[C:12]1[CH:17]=[C:16]([O:18][CH3:19])[CH:15]=[C:14]([O:20][CH3:21])[CH:13]=1.C([Li])CCC.O1C2C=CC(C(C3C=C(OC)C=C(OC)C=3)O)=CC=2OCC1. No catalyst specified. The yield is 0.850. The product is [CH3:19][O:18][C:16]1[CH:17]=[C:12]([CH:5]([C:4]2[CH:7]=[CH:8][CH:9]=[CH:10][C:3]=2[O:2][CH3:1])[OH:6])[CH:13]=[C:14]([O:20][CH3:21])[CH:15]=1. (4) The reactants are [F:1][C:2]1[CH:7]=[CH:6][C:5]([CH:8]2[CH2:13][CH2:12][NH:11][CH2:10][CH2:9]2)=[CH:4][CH:3]=1.Br[CH2:15][CH2:16][O:17][C:18]1[CH:23]=[CH:22][C:21]([C:24]2[C:28]3[CH:29]=[CH:30][C:31]([F:33])=[CH:32][C:27]=3[O:26][N:25]=2)=[CH:20][CH:19]=1.C(=O)([O-])[O-].[K+].[K+].[I-].[K+].[ClH:42]. The catalyst is O.C(Cl)(Cl)Cl.CCOCC.C(#N)C. The product is [ClH:42].[F:33][C:31]1[CH:30]=[CH:29][C:28]2[C:24]([C:21]3[CH:20]=[CH:19][C:18]([O:17][CH2:16][CH2:15][N:11]4[CH2:10][CH2:9][CH:8]([C:5]5[CH:6]=[CH:7][C:2]([F:1])=[CH:3][CH:4]=5)[CH2:13][CH2:12]4)=[CH:23][CH:22]=3)=[N:25][O:26][C:27]=2[CH:32]=1. The yield is 0.480. (5) The reactants are FC(F)(F)C(O)=O.C([O:12][C:13](=[O:41])[CH2:14][CH2:15][C:16]1[CH:21]=[CH:20][C:19]([C:22]([N:24]2[CH2:33][C:32]3[CH:31]=[N:30][N:29]([CH3:34])[C:28]=3[N:27]([CH3:35])[C:26]3[CH:36]=[CH:37][CH:38]=[CH:39][C:25]2=3)=[O:23])=[CH:18][C:17]=1[CH3:40])(C)(C)C. The catalyst is ClCCl. The product is [CH3:34][N:29]1[C:28]2[N:27]([CH3:35])[C:26]3[CH:36]=[CH:37][CH:38]=[CH:39][C:25]=3[N:24]([C:22]([C:19]3[CH:20]=[CH:21][C:16]([CH2:15][CH2:14][C:13]([OH:41])=[O:12])=[C:17]([CH3:40])[CH:18]=3)=[O:23])[CH2:33][C:32]=2[CH:31]=[N:30]1. The yield is 1.00.